Binary Classification. Given a T-cell receptor sequence (or CDR3 region) and an epitope sequence, predict whether binding occurs between them. From a dataset of TCR-epitope binding with 47,182 pairs between 192 epitopes and 23,139 TCRs. (1) The TCR CDR3 sequence is CASSLDLYEQYF. The epitope is GMFNMLSTVLGVS. Result: 0 (the TCR does not bind to the epitope). (2) The epitope is GLIYNRMGAVTTEV. The TCR CDR3 sequence is CASSLDLGQGSNEQFF. Result: 1 (the TCR binds to the epitope). (3) The TCR CDR3 sequence is CASSFGAIETQYF. Result: 0 (the TCR does not bind to the epitope). The epitope is KEIDRLNEV. (4) The epitope is YLDAYNMMI. The TCR CDR3 sequence is CSVGLAGHHADTQYF. Result: 1 (the TCR binds to the epitope). (5) The epitope is KLVALGINAV. The TCR CDR3 sequence is CASSAGTSGWGETQYF. Result: 0 (the TCR does not bind to the epitope). (6) The epitope is MPASWVMRI. The TCR CDR3 sequence is CSVEQGGTGELFF. Result: 1 (the TCR binds to the epitope). (7) The epitope is KLPDDFTGCV. The TCR CDR3 sequence is CASSHGSGSEGFF. Result: 1 (the TCR binds to the epitope).